This data is from Full USPTO retrosynthesis dataset with 1.9M reactions from patents (1976-2016). The task is: Predict the reactants needed to synthesize the given product. (1) Given the product [CH2:1]([C:3]1[C:11]2[C:6](=[CH:7][C:8]([C:12]([N:29]([O:30][CH3:31])[CH3:28])=[O:14])=[CH:9][CH:10]=2)[NH:5][N:4]=1)[CH3:2], predict the reactants needed to synthesize it. The reactants are: [CH2:1]([C:3]1[C:11]2[C:6](=[CH:7][C:8]([C:12]([OH:14])=O)=[CH:9][CH:10]=2)[NH:5][N:4]=1)[CH3:2].Cl.CN(C)CCCN=C=NCC.Cl.[CH3:28][NH:29][O:30][CH3:31].CN(C)C=O. (2) Given the product [CH:1]1([N:6]2[CH2:7][CH2:8][CH:9]([O:12][C:13]3[CH:18]=[CH:17][C:16]([N:19]4[CH2:24][CH2:23][NH:22][CH2:21][C:20]4=[O:35])=[CH:15][CH:14]=3)[CH2:10][CH2:11]2)[CH2:5][CH2:4][CH2:3][CH2:2]1, predict the reactants needed to synthesize it. The reactants are: [CH:1]1([N:6]2[CH2:11][CH2:10][CH:9]([O:12][C:13]3[CH:18]=[CH:17][C:16]([N:19]4[CH2:24][CH2:23][N:22](C(OCC5C=CC=CC=5)=O)[CH2:21][C:20]4=[O:35])=[CH:15][CH:14]=3)[CH2:8][CH2:7]2)[CH2:5][CH2:4][CH2:3][CH2:2]1. (3) Given the product [CH:37]1([NH:36][C:23]2[N:22]=[C:21]([NH:20][C:17]3[CH:18]=[CH:19][C:14]([C:11]4[CH2:12][CH2:13][NH:8][CH2:9][CH:10]=4)=[CH:15][C:16]=3[O:43][CH3:44])[N:29]=[C:28]3[C:24]=2[N:25]=[CH:26][NH:27]3)[CH2:38][CH2:39][CH2:40][CH2:41][CH2:42]1, predict the reactants needed to synthesize it. The reactants are: C(OC([N:8]1[CH2:13][CH:12]=[C:11]([C:14]2[CH:19]=[CH:18][C:17]([NH:20][C:21]3[N:29]=[C:28]4[C:24]([N:25]=[CH:26][N:27]4C4CCCCO4)=[C:23]([NH:36][CH:37]4[CH2:42][CH2:41][CH2:40][CH2:39][CH2:38]4)[N:22]=3)=[C:16]([O:43][CH3:44])[CH:15]=2)[CH2:10][CH2:9]1)=O)(C)(C)C. (4) Given the product [OH:1][C:2]1[CH:7]=[CH:6][N:5]([CH:8]2[CH2:13][CH2:12][CH:11]([N:16]3[CH2:19][CH:18]([NH:20][C:21]([CH2:23][NH:24][C:25](=[O:36])[C:26]4[CH:31]=[CH:30][CH:29]=[C:28]([C:32]([F:35])([F:33])[F:34])[CH:27]=4)=[O:22])[CH2:17]3)[CH2:10][CH2:9]2)[C:4](=[O:15])[CH:3]=1, predict the reactants needed to synthesize it. The reactants are: [OH:1][C:2]1[CH:7]=[CH:6][N:5]([CH:8]2[CH2:13][CH2:12][C:11](=O)[CH2:10][CH2:9]2)[C:4](=[O:15])[CH:3]=1.[NH:16]1[CH2:19][CH:18]([NH:20][C:21]([CH2:23][NH:24][C:25](=[O:36])[C:26]2[CH:31]=[CH:30][CH:29]=[C:28]([C:32]([F:35])([F:34])[F:33])[CH:27]=2)=[O:22])[CH2:17]1.